This data is from Reaction yield outcomes from USPTO patents with 853,638 reactions. The task is: Predict the reaction yield, written as a fraction of the theoretical maximum amount of product (1.0 means a 100% yield; for example, 0.34 means a 34% yield). (1) The reactants are C[O:2][C:3]([C:5]1[C:6](C2C=CC(C(O)=O)=CC=2)=[CH:7][CH:8]=[C:9]([C:11]2[S:12][CH:13]=[C:14]([C:16]3[CH:21]=[CH:20][C:19]([Cl:22])=[C:18]([Cl:23])[CH:17]=3)[N:15]=2)[CH:10]=1)=[O:4].[CH3:33][CH:34]([NH2:41])[C:35]1[CH:40]=[CH:39][CH:38]=[CH:37][CH:36]=1. No catalyst specified. The product is [Cl:23][C:18]1[CH:17]=[C:16]([C:14]2[N:15]=[C:11]([C:9]3[CH:10]=[C:5]([C:3]([OH:2])=[O:4])[C:6]([C:8]4[CH:7]=[CH:6][C:5]([C:3](=[O:2])[NH:41][CH:34]([C:35]5[CH:40]=[CH:39][CH:38]=[CH:37][CH:36]=5)[CH3:33])=[CH:10][CH:9]=4)=[CH:7][CH:8]=3)[S:12][CH:13]=2)[CH:21]=[CH:20][C:19]=1[Cl:22]. The yield is 0.590. (2) The reactants are Cl[C:2]1[C:11]2[C:6](=[CH:7][CH:8]=[C:9]([S:12]([C:15]3([F:21])[CH2:20][CH2:19][O:18][CH2:17][CH2:16]3)(=[O:14])=[O:13])[CH:10]=2)[N:5]=[CH:4][CH:3]=1.[CH3:22][C:23]1[C:24]([NH2:29])=[N:25][NH:26][C:27]=1[CH3:28]. The catalyst is C(O)(C)C.Cl. The product is [CH3:22][C:23]1[C:24]([NH:29][C:2]2[C:11]3[C:6](=[CH:7][CH:8]=[C:9]([S:12]([C:15]4([F:21])[CH2:20][CH2:19][O:18][CH2:17][CH2:16]4)(=[O:14])=[O:13])[CH:10]=3)[N:5]=[CH:4][CH:3]=2)=[N:25][NH:26][C:27]=1[CH3:28]. The yield is 0.460. (3) The product is [Br:14][C:5]1[C:4]([C:3]([OH:2])=[O:15])=[CH:9][C:8]2[NH:10][C:27](=[O:26])[CH2:28][S:17][C:7]=2[CH:6]=1. The yield is 0.430. The reactants are C[O:2][C:3](=[O:15])[C:4]1[CH:9]=[C:8]([N+:10]([O-])=O)[C:7](F)=[CH:6][C:5]=1[Br:14].O[S:17](O)(=O)=O.[N+]([O-])(O)=O.C[O:26][C:27](=O)[C:28]1C=CC(F)=CC=1Br.[OH-].[Na+]. The catalyst is CCOC(C)=O. (4) No catalyst specified. The reactants are C1(N2CC[O:9]CC2)CCCC=1.[CH3:12][O:13][C:14]1[C:21]([O:22][CH3:23])=[CH:20][CH:19]=[CH:18][C:15]=1[CH:16]=O.Cl.[CH:25]1[CH:30]=[CH:29][CH:28]=[CH:27]C=1. The yield is 0.803. The product is [CH3:12][O:13][C:14]1[C:21]([O:22][CH3:23])=[CH:20][CH:19]=[CH:18][C:15]=1[CH:16]=[C:27]1[CH2:28][CH2:29][CH2:30][C:25]1=[O:9]. (5) The reactants are [O:1]=[C:2]1[NH:7][CH:6]=[C:5]([C:8]2[CH:18]=[CH:17][C:11]([C:12]([O:14][CH2:15][CH3:16])=[O:13])=[CH:10][CH:9]=2)[CH:4]=[CH:3]1. The catalyst is CC(O)=O. The product is [O:1]=[C:2]1[NH:7][CH2:6][CH:5]([C:8]2[CH:18]=[CH:17][C:11]([C:12]([O:14][CH2:15][CH3:16])=[O:13])=[CH:10][CH:9]=2)[CH2:4][CH2:3]1. The yield is 0.720. (6) The reactants are [Br:1][C:2]1[C:6]2[CH:7]=[N:8][CH:9]=[CH:10][C:5]=2[S:4][CH:3]=1.O1CCC[CH2:12]1.C(NC(C)C)(C)C.[Li].C1CCCCC1.CI. The catalyst is C1COCC1. The product is [Br:1][C:2]1[C:6]2[CH:7]=[N:8][CH:9]=[CH:10][C:5]=2[S:4][C:3]=1[CH3:12]. The yield is 0.720.